The task is: Predict the reactants needed to synthesize the given product.. This data is from Full USPTO retrosynthesis dataset with 1.9M reactions from patents (1976-2016). (1) Given the product [C:32]([O:36][C:37]([NH:39][C@@H:40]([C:42]1[C:43]([F:71])=[C:44]([C:2]2[CH:23]=[C:22]([C:24]#[C:25][C:26]3[CH:30]=[CH:29][N:28]([CH3:31])[N:27]=3)[CH:21]=[C:4]([CH2:5][O:6][C:7]3[CH:12]=[CH:11][CH:10]=[CH:9][C:8]=3[CH2:13][C:14]([O:16][C:17]([CH3:18])([CH3:19])[CH3:20])=[O:15])[CH:3]=2)[CH:45]=[CH:46][CH:47]=1)[CH3:41])=[O:38])([CH3:33])([CH3:34])[CH3:35], predict the reactants needed to synthesize it. The reactants are: Cl[C:2]1[CH:3]=[C:4]([CH:21]=[C:22]([C:24]#[C:25][C:26]2[CH:30]=[CH:29][N:28]([CH3:31])[N:27]=2)[CH:23]=1)[CH2:5][O:6][C:7]1[CH:12]=[CH:11][CH:10]=[CH:9][C:8]=1[CH2:13][C:14]([O:16][C:17]([CH3:20])([CH3:19])[CH3:18])=[O:15].[C:32]([O:36][C:37]([NH:39][C@@H:40]([C:42]1[C:43]([F:71])=[C:44](C2C=C(O)C=C(COC3C=CC=CC=3CC(OC(C)(C)C)=O)C=2)[CH:45]=[CH:46][CH:47]=1)[CH3:41])=[O:38])([CH3:35])([CH3:34])[CH3:33].COC1C=CC=C(OC)C=1C1C=CC=CC=1P(C1CCCCC1)C1CCCCC1.[O-]P([O-])([O-])=O.[K+].[K+].[K+]. (2) The reactants are: [CH2:1]([O:3][C:4]([C:6]1[CH:7]=[N:8][N:9]([C:12]2[CH:17]=[C:16]([C:18]([OH:20])=O)[CH:15]=[CH:14][C:13]=2[CH3:21])[C:10]=1[NH2:11])=[O:5])[CH3:2].CCN=C=N[CH2:27][CH2:28][CH2:29][N:30](C)C.C1C=CC2N(O)N=NC=2C=1.C(N(C(C)C)CC)(C)C.C1(N)CC1. Given the product [CH2:1]([O:3][C:4]([C:6]1[CH:7]=[N:8][N:9]([C:12]2[CH:17]=[C:16]([C:18](=[O:20])[NH:30][CH:29]3[CH2:27][CH2:28]3)[CH:15]=[CH:14][C:13]=2[CH3:21])[C:10]=1[NH2:11])=[O:5])[CH3:2], predict the reactants needed to synthesize it.